Dataset: Full USPTO retrosynthesis dataset with 1.9M reactions from patents (1976-2016). Task: Predict the reactants needed to synthesize the given product. (1) The reactants are: [Br:1][C:2]1[CH:10]=[CH:9][C:5]([C:6](O)=[O:7])=[C:4]([Cl:11])[CH:3]=1.ClC1N=C(OC)N=C(OC)N=1.CN1CCOCC1.Cl.[CH3:31][NH:32][O:33][CH3:34].C(N(CC)CC)C. Given the product [Br:1][C:2]1[CH:10]=[CH:9][C:5]([C:6]([N:32]([O:33][CH3:34])[CH3:31])=[O:7])=[C:4]([Cl:11])[CH:3]=1, predict the reactants needed to synthesize it. (2) Given the product [CH2:1]([O:3][C:4]([CH:6]1[CH2:11][CH2:10][CH:9]([CH2:12][C:13]([OH:15])=[O:14])[CH2:8][CH2:7]1)=[O:5])[CH3:2], predict the reactants needed to synthesize it. The reactants are: [CH2:1]([O:3][C:4]([CH:6]1[CH2:11][CH2:10][C:9](=[CH:12][C:13]([OH:15])=[O:14])[CH2:8][CH2:7]1)=[O:5])[CH3:2]. (3) Given the product [Cl:8][C:7]1[C:2]([N:25]([CH2:24][C:23]2[CH:39]=[CH:40][C:20]([O:13][C:14]3[CH:15]=[CH:16][CH:17]=[CH:18][CH:19]=3)=[CH:21][CH:22]=2)[S:26]([C:29]2[CH:30]=[CH:31][C:32]([C:33]([O:35][CH3:36])=[O:34])=[CH:37][CH:38]=2)(=[O:28])=[O:27])=[N:3][CH:4]=[C:5]([C:9]([F:12])([F:11])[F:10])[CH:6]=1, predict the reactants needed to synthesize it. The reactants are: Cl[C:2]1[C:7]([Cl:8])=[CH:6][C:5]([C:9]([F:12])([F:11])[F:10])=[CH:4][N:3]=1.[O:13]([C:20]1[CH:40]=[CH:39][C:23]([CH2:24][NH:25][S:26]([C:29]2[CH:38]=[CH:37][C:32]([C:33]([O:35][CH3:36])=[O:34])=[CH:31][CH:30]=2)(=[O:28])=[O:27])=[CH:22][CH:21]=1)[C:14]1[CH:19]=[CH:18][CH:17]=[CH:16][CH:15]=1. (4) Given the product [CH:1]([N:3]1[CH:7]=[C:6]([CH2:8][OH:9])[CH:5]=[N:4]1)=[CH2:2], predict the reactants needed to synthesize it. The reactants are: [CH:1]([N:3]1[CH:7]=[C:6]([C:8](OCC)=[O:9])[CH:5]=[N:4]1)=[CH2:2].[H-].C([Al+]CC(C)C)C(C)C.C1(C)C=CC=CC=1.CO.O.O.O.O.C(C(C(C([O-])=O)O)O)([O-])=O.[Na+].[K+]. (5) Given the product [C:1]([O:5][C:6](=[O:30])[NH:7][C:8]1[CH:13]=[CH:12][CH:11]=[CH:10][C:9]=1[NH:14][C:15]([C:17]1[NH:18][C:19]2[C:24]([CH:25]=1)=[CH:23][C:22]([OH:26])=[CH:21][CH:20]=2)=[O:16])([CH3:4])([CH3:2])[CH3:3], predict the reactants needed to synthesize it. The reactants are: [C:1]([O:5][C:6](=[O:30])[NH:7][C:8]1[CH:13]=[CH:12][CH:11]=[CH:10][C:9]=1[NH:14][C:15]([C:17]1[NH:18][C:19]2[C:24]([CH:25]=1)=[CH:23][C:22]([O:26]CC=C)=[CH:21][CH:20]=2)=[O:16])([CH3:4])([CH3:3])[CH3:2].O.C1(C)C=CC(S(O)(=O)=O)=CC=1.C([O-])(O)=O.[Na+]. (6) Given the product [F:1][C:2]1[CH:3]=[CH:4][C:5]([OH:11])=[C:6]([B:8]2[O:9][C:16]([CH3:18])([CH3:17])[C:13]([CH3:15])([CH3:14])[O:10]2)[CH:7]=1, predict the reactants needed to synthesize it. The reactants are: [F:1][C:2]1[CH:3]=[CH:4][C:5]([OH:11])=[C:6]([B:8]([OH:10])[OH:9])[CH:7]=1.O[C:13]([C:16](O)([CH3:18])[CH3:17])([CH3:15])[CH3:14].